From a dataset of TCR-epitope binding with 47,182 pairs between 192 epitopes and 23,139 TCRs. Binary Classification. Given a T-cell receptor sequence (or CDR3 region) and an epitope sequence, predict whether binding occurs between them. (1) The epitope is IQYIDIGNY. The TCR CDR3 sequence is CASSLEVTSSYEQYF. Result: 0 (the TCR does not bind to the epitope). (2) The epitope is HSKKKCDEL. The TCR CDR3 sequence is CATSERGQGLSGELFF. Result: 0 (the TCR does not bind to the epitope). (3) The epitope is KLFIRQEEV. The TCR CDR3 sequence is CASSFGGGYTF. Result: 0 (the TCR does not bind to the epitope). (4) The epitope is RIFTIGTVTLK. The TCR CDR3 sequence is CASSPGQGNTEAFF. Result: 1 (the TCR binds to the epitope).